Regression/Classification. Given a drug SMILES string, predict its absorption, distribution, metabolism, or excretion properties. Task type varies by dataset: regression for continuous measurements (e.g., permeability, clearance, half-life) or binary classification for categorical outcomes (e.g., BBB penetration, CYP inhibition). For this dataset (b3db_regression), we predict Y. From a dataset of Blood-brain barrier permeability regression values from the B3DB database. (1) The molecule is CN(CC1=CN=C2C(=N1)C(=NC(=N2)N)N)C3=CC=C(C=C3)C(=O)NC(CCC(=O)O)C(=O)O. The Y is -1.52 log(BB ratio). (2) The compound is CN1CC[C@]23[C@@H]4[C@H]1CC5C2C(=C(C=C5)OC)O[C@H]3C(=O)C=C4. The Y is 0.570 log(BB ratio). (3) The drug is C(C(F)(F)F)(F)Br. The Y is 0.270 log(BB ratio). (4) The compound is C1CC(C1)N2CCC(CC2)OC3=CC=C(C=C3)N4CCN(CC4=O)C(=O)C5=CC=C(C=C5)C#N. The Y is -0.700 log(BB ratio). (5) The molecule is C(C(F)(F)F)(OC(F)F)F. The Y is 0.110 log(BB ratio).